Dataset: Serine/threonine kinase 33 screen with 319,792 compounds. Task: Binary Classification. Given a drug SMILES string, predict its activity (active/inactive) in a high-throughput screening assay against a specified biological target. (1) The drug is O(C(=O)Cc1ccc(NC(=O)C)cc1)C. The result is 0 (inactive). (2) The drug is Clc1cc(N2CCN(CC2)C(=O)CCS(=O)(=O)c2cc3NC(=O)COc3cc2)ccc1. The result is 0 (inactive). (3) The result is 0 (inactive). The drug is Fc1c(C(=O)Nc2ccc(cc2)c2ocnc2)ccc(F)c1.